This data is from NCI-60 drug combinations with 297,098 pairs across 59 cell lines. The task is: Regression. Given two drug SMILES strings and cell line genomic features, predict the synergy score measuring deviation from expected non-interaction effect. (1) Drug 1: CC1=CC=C(C=C1)C2=CC(=NN2C3=CC=C(C=C3)S(=O)(=O)N)C(F)(F)F. Drug 2: CC1=C(C(=O)C2=C(C1=O)N3CC4C(C3(C2COC(=O)N)OC)N4)N. Cell line: MALME-3M. Synergy scores: CSS=8.73, Synergy_ZIP=-4.04, Synergy_Bliss=0.225, Synergy_Loewe=-18.3, Synergy_HSA=-3.06. (2) Drug 1: C1=CC(=CC=C1C#N)C(C2=CC=C(C=C2)C#N)N3C=NC=N3. Drug 2: C1=CC=C(C=C1)NC(=O)CCCCCCC(=O)NO. Cell line: SNB-75. Synergy scores: CSS=5.96, Synergy_ZIP=-1.89, Synergy_Bliss=1.77, Synergy_Loewe=-4.25, Synergy_HSA=-1.91. (3) Drug 1: COC1=CC(=CC(=C1O)OC)C2C3C(COC3=O)C(C4=CC5=C(C=C24)OCO5)OC6C(C(C7C(O6)COC(O7)C8=CC=CS8)O)O. Drug 2: CC1CCCC2(C(O2)CC(NC(=O)CC(C(C(=O)C(C1O)C)(C)C)O)C(=CC3=CSC(=N3)C)C)C. Cell line: HOP-62. Synergy scores: CSS=16.2, Synergy_ZIP=-0.569, Synergy_Bliss=-2.02, Synergy_Loewe=-2.45, Synergy_HSA=-2.05.